Task: Predict the reaction yield, written as a fraction of the theoretical maximum amount of product (1.0 means a 100% yield; for example, 0.34 means a 34% yield).. Dataset: Reaction yield outcomes from USPTO patents with 853,638 reactions (1) The catalyst is COC(OC)(N(C)C)C.C(O)(=O)C. The reactants are [CH3:1][N:2]1[C:7](=[O:8])[CH:6]=[C:5]([C:9]2[CH:14]=[CH:13][N:12]=[CH:11][N:10]=2)[N:4]=[C:3]1[N:15]1[CH2:21][CH2:20][CH2:19][O:18][C@@H:17]([C:22]2[CH:23]=[C:24]([CH:28]=[CH:29][CH:30]=2)[C:25]([NH2:27])=[O:26])[CH2:16]1.O1[CH2:36][CH2:35]OCC1.[OH-].[Na+].Cl.[NH2:40]O. The product is [CH3:1][N:2]1[C:7](=[O:8])[CH:6]=[C:5]([C:9]2[CH:14]=[CH:13][N:12]=[CH:11][N:10]=2)[N:4]=[C:3]1[N:15]1[CH2:21][CH2:20][CH2:19][O:18][C@@H:17]([C:22]2[CH:30]=[CH:29][CH:28]=[C:24]([C:25]3[O:26][N:40]=[C:35]([CH3:36])[N:27]=3)[CH:23]=2)[CH2:16]1. The yield is 0.530. (2) The product is [N:30]1([C:4](=[O:5])[CH2:6][CH2:7][CH2:8][O:9][C:10]2[CH:19]=[C:18]3[C:13]([CH2:14][CH2:15][CH2:16][C:17]3=[O:20])=[CH:12][CH:11]=2)[CH2:35][CH2:34][O:33][CH2:32][CH2:31]1. The yield is 0.860. The reactants are C(O[C:4]([CH2:6][CH2:7][CH2:8][O:9][C:10]1[CH:19]=[C:18]2[C:13]([CH2:14][CH2:15][CH2:16][C:17]2=[O:20])=[CH:12][CH:11]=1)=[O:5])C.C(N(CC)C(C)C)(C)C.[NH:30]1[CH2:35][CH2:34][O:33][CH2:32][CH2:31]1. The catalyst is C(Cl)Cl. (3) The reactants are [Cl:1][C:2]1[CH:3]=[C:4]([NH:10][C:11]2[N:16]=[C:15](Cl)[N:14]=[C:13]([Cl:18])[N:12]=2)[CH:5]=[CH:6][C:7]=1[O:8][CH3:9].[CH:19]1([NH2:26])[CH2:25][CH2:24][CH2:23][CH2:22][CH2:21][CH2:20]1.O.[OH-].[Na+]. The catalyst is CC(C)=O.C(OCC)(=O)C. The product is [Cl:18][C:13]1[N:12]=[C:11]([NH:10][C:4]2[CH:5]=[CH:6][C:7]([O:8][CH3:9])=[C:2]([Cl:1])[CH:3]=2)[N:16]=[C:15]([NH:26][CH:19]2[CH2:25][CH2:24][CH2:23][CH2:22][CH2:21][CH2:20]2)[N:14]=1. The yield is 0.705. (4) The yield is 0.700. The product is [CH2:10]([C:6]([S:5][CH2:38][CH2:37][CH2:36][CH2:35]/[CH:34]=[CH:33]\[CH2:32]/[CH:31]=[CH:30]\[CH2:29]/[CH:28]=[CH:27]\[CH2:26]/[CH:25]=[CH:24]\[CH2:23]/[CH:22]=[CH:21]\[CH2:20][CH3:19])([CH2:12][CH3:13])[C:7]([OH:9])=[O:8])[CH3:11]. The reactants are CC[O-].[Na+].[SH:5][C:6]([CH2:12][CH3:13])([CH2:10][CH3:11])[C:7]([OH:9])=[O:8].CS(O[CH2:19][CH2:20][CH2:21][CH2:22]/[CH:23]=[CH:24]\[CH2:25]/[CH:26]=[CH:27]\[CH2:28]/[CH:29]=[CH:30]\[CH2:31]/[CH:32]=[CH:33]\[CH2:34]/[CH:35]=[CH:36]\[CH2:37][CH3:38])(=O)=O.[NH4+].[Cl-].Cl. The catalyst is CCO. (5) The reactants are [O:1]1[CH2:5][CH:4]=[CH:3][CH:2]1[C:6]1[C:7]([O:16][CH3:17])=[CH:8][C:9]([O:14][CH3:15])=[C:10]([CH:13]=1)[CH:11]=O.[C:18]([C:21]1[CH:26]=[CH:25][C:24]([S:27]([NH2:30])(=[O:29])=[O:28])=[CH:23][CH:22]=1)(=[O:20])[CH3:19].C[O-].[Li+]. The catalyst is CN(C)C=O.CO.O. The product is [O:1]1[CH2:5][CH:4]=[CH:3][CH:2]1[C:6]1[C:7]([O:16][CH3:17])=[CH:8][C:9]([O:14][CH3:15])=[C:10](/[CH:11]=[CH:19]/[C:18]([C:21]2[CH:22]=[CH:23][C:24]([S:27]([NH2:30])(=[O:29])=[O:28])=[CH:25][CH:26]=2)=[O:20])[CH:13]=1. The yield is 0.700. (6) The reactants are [NH2:1][C:2]1[CH:3]=[C:4]([CH:17]=[CH:18][CH:19]=1)[C:5]([NH:7][C:8]1[CH:13]=[CH:12][C:11]([C:14]([NH2:16])=[O:15])=[CH:10][CH:9]=1)=[O:6].O1CCCC1.[ClH:25].O1CCOCC1. The catalyst is CO. The product is [ClH:25].[NH2:1][C:2]1[CH:3]=[C:4]([CH:17]=[CH:18][CH:19]=1)[C:5]([NH:7][C:8]1[CH:9]=[CH:10][C:11]([C:14]([NH2:16])=[O:15])=[CH:12][CH:13]=1)=[O:6]. The yield is 0.890. (7) The reactants are Cl[C:2]1[CH:3]=[C:4]([C:14]([NH:16][CH2:17][C:18]2[C:19](=[O:26])[NH:20][C:21]([CH3:25])=[CH:22][C:23]=2[CH3:24])=[O:15])[C:5]2[CH:10]=[N:9][N:8]([CH:11]([CH3:13])[CH3:12])[C:6]=2[N:7]=1.[I-].[Na+].[CH2:29](N(CC)CC)[CH3:30].[CH2:36]1CCN2C(=NCCC2)CC1.C1COCC1.CCO[C:55]([CH3:57])=[O:56]. The catalyst is [Zn].C1C=CC([P]([Pd]([P](C2C=CC=CC=2)(C2C=CC=CC=2)C2C=CC=CC=2)([P](C2C=CC=CC=2)(C2C=CC=CC=2)C2C=CC=CC=2)[P](C2C=CC=CC=2)(C2C=CC=CC=2)C2C=CC=CC=2)(C2C=CC=CC=2)C2C=CC=CC=2)=CC=1.O.CS(C)=O. The product is [CH3:24][C:23]1[CH:22]=[C:21]([CH3:25])[NH:20][C:19](=[O:26])[C:18]=1[CH2:17][NH:16][C:14]([C:4]1[C:5]2[CH:10]=[N:9][N:8]([CH:11]([CH3:13])[CH3:12])[C:6]=2[N:7]=[C:2]([C:29]#[C:30][C:55]([OH:56])([CH3:57])[CH3:36])[CH:3]=1)=[O:15]. The yield is 0.670. (8) The reactants are [Na].[C:2]([NH:5][CH:6]([C:12]([O:14][CH2:15][CH3:16])=[O:13])[C:7]([O:9][CH2:10][CH3:11])=[O:8])(=[O:4])[CH3:3].Cl.[N:18]1[CH:23]=[CH:22][CH:21]=[C:20]([CH2:24]Cl)[CH:19]=1. The catalyst is CCO. The product is [N:18]1[CH:23]=[CH:22][CH:21]=[C:20]([CH2:24][C:6]([NH:5][C:2](=[O:4])[CH3:3])([C:12]([O:14][CH2:15][CH3:16])=[O:13])[C:7]([O:9][CH2:10][CH3:11])=[O:8])[CH:19]=1. The yield is 0.300.